Predict the product of the given reaction. From a dataset of Forward reaction prediction with 1.9M reactions from USPTO patents (1976-2016). (1) Given the reactants [CH2:1]([N:8]1[C:16]2[C:11](=[CH:12][C:13]([C:17]3[CH:22]=[CH:21][C:20]([O:23][C:24]([F:27])([F:26])[F:25])=[CH:19][CH:18]=3)=[CH:14][CH:15]=2)[C:10]([C:28](=[O:34])[C:29]([O:31]CC)=[O:30])=[CH:9]1)[C:2]1[CH:7]=[CH:6][CH:5]=[CH:4][CH:3]=1.[OH-].[K+].Cl, predict the reaction product. The product is: [CH2:1]([N:8]1[C:16]2[C:11](=[CH:12][C:13]([C:17]3[CH:22]=[CH:21][C:20]([O:23][C:24]([F:27])([F:25])[F:26])=[CH:19][CH:18]=3)=[CH:14][CH:15]=2)[C:10]([C:28](=[O:34])[C:29]([OH:31])=[O:30])=[CH:9]1)[C:2]1[CH:3]=[CH:4][CH:5]=[CH:6][CH:7]=1. (2) Given the reactants [N+:1]([C:4]1[C:5]([C:11]2[CH:16]=[CH:15][CH:14]=[CH:13][CH:12]=2)=[N+:6]([O-])[CH:7]=[CH:8][CH:9]=1)([O-:3])=[O:2].[Cl-:17].[P+]=O, predict the reaction product. The product is: [Cl:17][C:7]1[N:6]=[C:5]([C:11]2[CH:16]=[CH:15][CH:14]=[CH:13][CH:12]=2)[C:4]([N+:1]([O-:3])=[O:2])=[CH:9][CH:8]=1.